This data is from Catalyst prediction with 721,799 reactions and 888 catalyst types from USPTO. The task is: Predict which catalyst facilitates the given reaction. Reactant: [NH2:1][C:2]1[CH:3]=[C:4]([CH:9]([OH:11])[CH3:10])[CH:5]=[CH:6][C:7]=1[F:8].Br[CH2:13][CH2:14][O:15][CH2:16][CH2:17]Br.CCN(C(C)C)C(C)C. Product: [F:8][C:7]1[CH:6]=[CH:5][C:4]([CH:9]([OH:11])[CH3:10])=[CH:3][C:2]=1[N:1]1[CH2:17][CH2:16][O:15][CH2:14][CH2:13]1. The catalyst class is: 11.